Dataset: Catalyst prediction with 721,799 reactions and 888 catalyst types from USPTO. Task: Predict which catalyst facilitates the given reaction. (1) Reactant: [S:1]1[CH2:6][CH2:5][NH:4][C:3]2[N:7]=[C:8]([CH2:11][OH:12])[CH:9]=[CH:10][C:2]1=2. Product: [S:1]1[CH2:6][CH2:5][NH:4][C:3]2[N:7]=[C:8]([CH:11]=[O:12])[CH:9]=[CH:10][C:2]1=2. The catalyst class is: 327. (2) Reactant: [NH2:1][C:2]1[C:7]([OH:8])=[C:6]([Cl:9])[N:5]=[C:4]([C:10]2[CH:15]=[CH:14][CH:13]=[C:12]([F:16])[CH:11]=2)[N:3]=1.C([O-])([O-])=O.[K+].[K+].Cl[CH2:24][C:25](Cl)=[O:26]. Product: [Cl:9][C:6]1[C:7]2[O:8][CH2:24][C:25](=[O:26])[NH:1][C:2]=2[N:3]=[C:4]([C:10]2[CH:15]=[CH:14][CH:13]=[C:12]([F:16])[CH:11]=2)[N:5]=1. The catalyst class is: 1. (3) Reactant: [OH:1][C@H:2]1[CH2:7][C:6]([CH3:9])([CH3:8])[O:5][CH2:4][C@@H:3]1[NH:10][C:11](=[O:19])[O:12][CH2:13][CH2:14][Si:15]([CH3:18])([CH3:17])[CH3:16].C(N(CC)CC)C.[S:27](Cl)([CH3:30])(=[O:29])=[O:28]. Product: [CH3:30][S:27]([O:1][C@@H:2]1[C@@H:3]([NH:10][C:11]([O:12][CH2:13][CH2:14][Si:15]([CH3:17])([CH3:16])[CH3:18])=[O:19])[CH2:4][O:5][C:6]([CH3:9])([CH3:8])[CH2:7]1)(=[O:29])=[O:28]. The catalyst class is: 4. (4) Reactant: [OH:1][CH:2]([C:6]1[CH:11]=[CH:10][CH:9]=[CH:8][CH:7]=1)[C:3]([OH:5])=[O:4].CC1C=CC(S(O)(=O)=O)=CC=1.[O:23]1[CH:28]=[CH:27][CH2:26][CH2:25][CH2:24]1. Product: [C:6]1([CH:2]([O:1][CH:24]2[CH2:25][CH2:26][CH2:27][CH2:28][O:23]2)[C:3]([OH:5])=[O:4])[CH:11]=[CH:10][CH:9]=[CH:8][CH:7]=1. The catalyst class is: 2. (5) Reactant: [F:1][C:2]1([F:43])[CH2:7][CH2:6][C@H:5]([O:8][C:9]2[CH:14]=[CH:13][C:12]([S:15]([N:18](CC3C=CC(OC)=CC=3OC)[C:19]3[CH:24]=[CH:23][N:22]=[CH:21][N:20]=3)(=[O:17])=[O:16])=[C:11]([F:36])[CH:10]=2)[C@@H:4]([C:37]2[N:41]([CH3:42])[N:40]=[CH:39][CH:38]=2)[CH2:3]1.C([SiH](CC)CC)C.FC(F)(F)C(O)=O. Product: [F:43][C:2]1([F:1])[CH2:7][CH2:6][C@H:5]([O:8][C:9]2[CH:14]=[CH:13][C:12]([S:15]([NH:18][C:19]3[CH:24]=[CH:23][N:22]=[CH:21][N:20]=3)(=[O:17])=[O:16])=[C:11]([F:36])[CH:10]=2)[C@@H:4]([C:37]2[N:41]([CH3:42])[N:40]=[CH:39][CH:38]=2)[CH2:3]1. The catalyst class is: 4. (6) Reactant: C1(O[C:8](=[O:27])[NH:9][C:10]2[CH:11]=[N:12][C:13]([N:16]3[CH2:21][CH2:20][N:19]([CH:22]4[CH2:26][CH2:25][CH2:24][CH2:23]4)[CH2:18][CH2:17]3)=[CH:14][CH:15]=2)C=CC=CC=1.C1(OC(Cl)=O)C=CC=CC=1.[CH3:38][CH:39]1[CH2:44][CH2:43][NH:42][CH2:41][CH2:40]1.CN(C=O)C. Product: [CH:22]1([N:19]2[CH2:18][CH2:17][N:16]([C:13]3[N:12]=[CH:11][C:10]([NH:9][C:8]([N:42]4[CH2:43][CH2:44][CH:39]([CH3:38])[CH2:40][CH2:41]4)=[O:27])=[CH:15][CH:14]=3)[CH2:21][CH2:20]2)[CH2:23][CH2:24][CH2:25][CH2:26]1. The catalyst class is: 2.